Task: Predict the product of the given reaction.. Dataset: Forward reaction prediction with 1.9M reactions from USPTO patents (1976-2016) (1) Given the reactants [CH3:1][O:2][C:3]1[C:4](=[O:25])[C:5]([CH3:24])=[C:6]([CH2:12][C:13]2[CH:18]=[CH:17][C:16]([CH2:19][CH2:20][C:21](O)=[O:22])=[CH:15][CH:14]=2)[C:7](=[O:11])[C:8]=1[O:9][CH3:10].[CH2:26]([NH2:34])[CH2:27][C:28]1[CH:33]=[CH:32][CH:31]=[CH:30][CH:29]=1, predict the reaction product. The product is: [CH3:1][O:2][C:3]1[C:4](=[O:25])[C:5]([CH3:24])=[C:6]([CH2:12][C:13]2[CH:14]=[CH:15][C:16]([CH2:19][CH2:20][C:21]([NH:34][CH2:26][CH2:27][C:28]3[CH:33]=[CH:32][CH:31]=[CH:30][CH:29]=3)=[O:22])=[CH:17][CH:18]=2)[C:7](=[O:11])[C:8]=1[O:9][CH3:10]. (2) Given the reactants C(#N)C.[F:4][C:5]1[CH:10]=[CH:9][CH:8]=[C:7]([F:11])[C:6]=1[N:12]1[C:17]2[N:18]=[C:19]([NH:37][CH2:38][C:39]3[NH:40][CH:41]=[CH:42][N:43]=3)[N:20]=[C:21]([C:22]3[CH:23]=[C:24]([CH:33]=[CH:34][C:35]=3[CH3:36])[C:25]([NH:27][C:28]3[S:29][CH:30]=[CH:31][N:32]=3)=[O:26])[C:16]=2[CH:15]=[CH:14][C:13]1=[O:44].[BrH:45], predict the reaction product. The product is: [BrH:45].[F:4][C:5]1[CH:10]=[CH:9][CH:8]=[C:7]([F:11])[C:6]=1[N:12]1[C:17]2[N:18]=[C:19]([NH:37][CH2:38][C:39]3[NH:43][CH:42]=[CH:41][N:40]=3)[N:20]=[C:21]([C:22]3[CH:23]=[C:24]([CH:33]=[CH:34][C:35]=3[CH3:36])[C:25]([NH:27][C:28]3[S:29][CH:30]=[CH:31][N:32]=3)=[O:26])[C:16]=2[CH:15]=[CH:14][C:13]1=[O:44]. (3) Given the reactants [NH:1]1[CH2:6][CH2:5][NH:4][CH2:3][C:2]1=[O:7].C([O-])(O)=O.[Na+].[CH2:13]([O:20][C:21](Cl)=[O:22])[C:14]1[CH:19]=[CH:18][CH:17]=[CH:16][CH:15]=1, predict the reaction product. The product is: [CH2:13]([O:20][C:21]([N:4]1[CH2:5][CH2:6][NH:1][C:2](=[O:7])[CH2:3]1)=[O:22])[C:14]1[CH:19]=[CH:18][CH:17]=[CH:16][CH:15]=1. (4) Given the reactants [CH:1]1([O:6][C:7]2[CH:8]=[C:9]([C@H:15]3[CH2:20][NH:19][C:18](=[O:21])[C@@H:17]([CH2:22][C:23]4[CH:30]=[CH:29][CH:28]=[CH:27][C:24]=4[C:25]#[N:26])[CH2:16]3)[CH:10]=[CH:11][C:12]=2[O:13][CH3:14])[CH2:5][CH2:4][CH2:3][CH2:2]1.O[Li].O.O1CCOCC1.[H][H], predict the reaction product. The product is: [NH2:26][CH2:25][C:24]1[CH:27]=[CH:28][CH:29]=[CH:30][C:23]=1[CH2:22][C@H:17]1[CH2:16][C@@H:15]([C:9]2[CH:10]=[CH:11][C:12]([O:13][CH3:14])=[C:7]([O:6][CH:1]3[CH2:5][CH2:4][CH2:3][CH2:2]3)[CH:8]=2)[CH2:20][NH:19][C:18]1=[O:21]. (5) The product is: [N:10]1([C:7]2[N:8]=[CH:9][C:4]([NH2:1])=[CH:5][CH:6]=2)[CH:14]=[N:13][CH:12]=[N:11]1. Given the reactants [N+:1]([C:4]1[CH:5]=[CH:6][C:7]([N:10]2[CH:14]=[N:13][CH:12]=[N:11]2)=[N:8][CH:9]=1)([O-])=O, predict the reaction product. (6) Given the reactants C([O:3][C:4]([C:6]1[NH:7][C:8]([S:11]([N:14]2[CH2:19][CH2:18][CH:17]([S:20][C:21]3[CH:26]=[C:25]([C:27]([CH3:30])([CH3:29])[CH3:28])[C:24]([OH:31])=[C:23]([C:32]([CH3:35])([CH3:34])[CH3:33])[CH:22]=3)[CH2:16][CH2:15]2)(=[O:13])=[O:12])=[N:9][CH:10]=1)=O)C.[H-].[H-].[H-].[H-].[Li+].[Al+3], predict the reaction product. The product is: [C:27]([C:25]1[CH:26]=[C:21]([S:20][CH:17]2[CH2:16][CH2:15][N:14]([S:11]([C:8]3[NH:7][C:6]([CH2:4][OH:3])=[CH:10][N:9]=3)(=[O:13])=[O:12])[CH2:19][CH2:18]2)[CH:22]=[C:23]([C:32]([CH3:35])([CH3:34])[CH3:33])[C:24]=1[OH:31])([CH3:30])([CH3:29])[CH3:28]. (7) The product is: [CH3:1][C:2]1[NH:3][C:4](/[CH:11]=[C:12]2\[C:13](=[O:32])[NH:14][C:15]3[C:20]\2=[CH:19][C:18]([C:21]2[CH:22]=[N:23][N:24]([C:26]4[CH:27]=[CH:28][CH:29]=[CH:30][CH:31]=4)[CH:25]=2)=[CH:17][CH:16]=3)=[C:5]([CH3:10])[C:6]=1[C:7]([NH:63][C@H:59]1[CH2:60][CH2:61][CH2:62][N:57]([C:50]([O:52][C:53]([CH3:56])([CH3:55])[CH3:54])=[O:51])[CH2:58]1)=[O:8]. Given the reactants [CH3:1][C:2]1[NH:3][C:4](/[CH:11]=[C:12]2\[C:13](=[O:32])[NH:14][C:15]3[C:20]\2=[CH:19][C:18]([C:21]2[CH:22]=[N:23][N:24]([C:26]4[CH:31]=[CH:30][CH:29]=[CH:28][CH:27]=4)[CH:25]=2)=[CH:17][CH:16]=3)=[C:5]([CH3:10])[C:6]=1[C:7](O)=[O:8].C1C=CC2N(O)N=NC=2C=1.CCN(CC)CC.[C:50]([N:57]1[CH2:62][CH2:61][CH2:60][C@H:59]([NH2:63])[CH2:58]1)([O:52][C:53]([CH3:56])([CH3:55])[CH3:54])=[O:51], predict the reaction product.